From a dataset of Forward reaction prediction with 1.9M reactions from USPTO patents (1976-2016). Predict the product of the given reaction. (1) Given the reactants [CH3:1][C:2]1[C:6](=[O:7])[O:5][CH2:4][C:3]=1[N:8]1[CH2:12][CH2:11][C:10]2([CH2:17][CH2:16][NH:15][CH2:14][CH2:13]2)[C:9]1=[O:18].[CH3:19][C:20]1[C:28]2[CH2:27][O:26][C:25](=[O:29])[C:24]=2[CH:23]=[CH:22][C:21]=1[C@@H:30]1[CH2:32][O:31]1, predict the reaction product. The product is: [OH:31][C@H:30]([C:21]1[CH:22]=[CH:23][C:24]2[C:25](=[O:29])[O:26][CH2:27][C:28]=2[C:20]=1[CH3:19])[CH2:32][N:15]1[CH2:16][CH2:17][C:10]2([C:9](=[O:18])[N:8]([C:3]3[CH2:4][O:5][C:6](=[O:7])[C:2]=3[CH3:1])[CH2:12][CH2:11]2)[CH2:13][CH2:14]1. (2) Given the reactants [O:1]1[C:5]2[CH2:6][NH:7][CH2:8][CH2:9][CH:10]([OH:11])[C:4]=2[CH:3]=[CH:2]1.[C:12]([C:15]1[CH:20]=[CH:19][C:18](F)=[C:17]([Cl:22])[CH:16]=1)(=[O:14])[NH2:13], predict the reaction product. The product is: [ClH:22].[C:12]([C:15]1[CH:20]=[CH:19][C:18]([O:11][CH:10]2[CH2:9][CH2:8][NH:7][CH2:6][C:5]3[O:1][CH:2]=[CH:3][C:4]2=3)=[C:17]([Cl:22])[CH:16]=1)(=[O:14])[NH2:13]. (3) Given the reactants [O:1]([C:6]([N:8]1[CH2:12][CH2:11][C:10](=[O:13])[CH2:9]1)=[O:7])[C:2]([CH3:5])([CH3:4])[CH3:3].CO[CH:16](OC)[N:17]([CH3:19])[CH3:18], predict the reaction product. The product is: [CH3:16][N:17]([CH:19]=[C:11]1[C:10](=[O:13])[CH2:9][N:8]([C:6]([O:1][C:2]([CH3:5])([CH3:3])[CH3:4])=[O:7])[CH2:12]1)[CH3:18].